Dataset: Forward reaction prediction with 1.9M reactions from USPTO patents (1976-2016). Task: Predict the product of the given reaction. (1) Given the reactants CO.[CH3:3][N:4]([CH:6]=O)C.C([O-])([O-])=O.[K+].[K+].Cl[CH2:15][C:16]([N:18]1[CH2:23][CH2:22][CH2:21][C:20]2[N:24]([C:27]3[CH:32]=[CH:31][C:30]([F:33])=[CH:29][CH:28]=3)[N:25]=[CH:26][C:19]1=2)=[O:17], predict the reaction product. The product is: [F:33][C:30]1[CH:31]=[CH:32][C:27]([N:24]2[C:20]3[CH2:21][CH2:22][CH2:23][N:18]([C:16](=[O:17])[CH2:15][N:25]4[C:3]5=[N:4][CH:6]=[CH:23][CH:22]=[C:21]5[CH:20]=[N:24]4)[C:19]=3[CH:26]=[N:25]2)=[CH:28][CH:29]=1. (2) Given the reactants [CH3:1][C:2]1[O:6][C:5]([C:7]2[CH:12]=[CH:11][CH:10]=[CH:9][CH:8]=2)=[N:4][C:3]=1[CH2:13][O:14][C:15]1[CH:20]=[CH:19][C:18]([S:21][C:22]2[S:23][CH:24]=[C:25]([CH2:27][C:28]([O-:30])=[O:29])[N:26]=2)=[CH:17][CH:16]=1.O.[OH-].[Li+].O1CCCC1.Cl, predict the reaction product. The product is: [CH3:1][C:2]1[O:6][C:5]([C:7]2[CH:12]=[CH:11][CH:10]=[CH:9][CH:8]=2)=[N:4][C:3]=1[CH2:13][O:14][C:15]1[CH:20]=[CH:19][C:18]([S:21][C:22]2[S:23][CH:24]=[C:25]([CH2:27][C:28]([OH:30])=[O:29])[N:26]=2)=[CH:17][CH:16]=1.